From a dataset of Forward reaction prediction with 1.9M reactions from USPTO patents (1976-2016). Predict the product of the given reaction. (1) Given the reactants [CH2:1]1[CH:9]2[CH:4]([CH2:5][N:6]([C:10]([O:12][C:13]([CH3:16])([CH3:15])[CH3:14])=[O:11])[CH2:7][CH2:8]2)[CH2:3][NH:2]1.I[C:18]1[CH:19]=[CH:20][CH:21]=[C:22]2[C:27]=1[N:26]=[CH:25][C:24]([S:28]([C:31]1[CH:36]=[CH:35][CH:34]=[C:33]([O:37][C:38]([F:41])([F:40])[F:39])[CH:32]=1)(=[O:30])=[O:29])=[CH:23]2, predict the reaction product. The product is: [F:41][C:38]([F:39])([F:40])[O:37][C:33]1[CH:32]=[C:31]([S:28]([C:24]2[CH:25]=[N:26][C:27]3[C:22]([CH:23]=2)=[CH:21][CH:20]=[CH:19][C:18]=3[N:2]2[CH2:1][CH:9]3[CH:4]([CH2:5][N:6]([C:10]([O:12][C:13]([CH3:16])([CH3:15])[CH3:14])=[O:11])[CH2:7][CH2:8]3)[CH2:3]2)(=[O:29])=[O:30])[CH:36]=[CH:35][CH:34]=1. (2) Given the reactants C([N:3]([CH2:13][CH3:14])[C:4](=[O:12])[C:5]1[CH:10]=[CH:9][CH:8]=[CH:7][C:6]=1[CH3:11])C.[CH2:15]([N:22]1[CH2:27]C[CH2:25][CH:24](C#N)[CH2:23]1)[C:16]1[CH:21]=[CH:20][CH:19]=[CH:18][CH:17]=1, predict the reaction product. The product is: [CH2:15]([N:22]1[CH2:23][CH2:24][CH2:25][CH:14]([C:13]2[NH:3][C:4](=[O:12])[C:5]3[C:6]([CH:11]=2)=[CH:7][CH:8]=[CH:9][CH:10]=3)[CH2:27]1)[C:16]1[CH:21]=[CH:20][CH:19]=[CH:18][CH:17]=1.